This data is from Full USPTO retrosynthesis dataset with 1.9M reactions from patents (1976-2016). The task is: Predict the reactants needed to synthesize the given product. (1) The reactants are: [C:1]([Si:5]([CH3:13])([CH3:12])[O:6][CH2:7][C:8]#[C:9][CH2:10][NH2:11])([CH3:4])([CH3:3])[CH3:2].[CH3:14][C:15]1[CH:20]=[C:19]([CH3:21])[N:18]=[C:17]([CH:22]=[CH:23][C:24]2[C:32]3[C:27](=[CH:28][C:29]([NH:33][C:34]4[CH:42]=[CH:41][CH:40]=[CH:39][C:35]=4[C:36](O)=[O:37])=[CH:30][CH:31]=3)[N:26]([CH:43]3[CH2:48][CH2:47][CH2:46][CH2:45][O:44]3)[N:25]=2)[CH:16]=1. Given the product [C:1]([Si:5]([CH3:13])([CH3:12])[O:6][CH2:7][C:8]#[C:9][CH2:10][NH:11][C:36](=[O:37])[C:35]1[CH:39]=[CH:40][CH:41]=[CH:42][C:34]=1[NH:33][C:29]1[CH:28]=[C:27]2[C:32]([C:24]([CH:23]=[CH:22][C:17]3[CH:16]=[C:15]([CH3:14])[CH:20]=[C:19]([CH3:21])[N:18]=3)=[N:25][N:26]2[CH:43]2[CH2:48][CH2:47][CH2:46][CH2:45][O:44]2)=[CH:31][CH:30]=1)([CH3:4])([CH3:3])[CH3:2], predict the reactants needed to synthesize it. (2) The reactants are: C(OC([N:8]1[CH2:13][CH2:12][CH:11]([C:14]2[C:15]([O:22][CH3:23])=[N:16][N:17]([CH2:20][CH3:21])[C:18]=2[CH3:19])[CH2:10][CH2:9]1)=O)(C)(C)C.N1CCCCC1. Given the product [CH2:20]([N:17]1[C:18]([CH3:19])=[C:14]([CH:11]2[CH2:12][CH2:13][NH:8][CH2:9][CH2:10]2)[C:15]([O:22][CH3:23])=[N:16]1)[CH3:21], predict the reactants needed to synthesize it. (3) The reactants are: [C:1]([C:5]1[CH:6]=[C:7]([NH2:14])[C:8]([O:12][CH3:13])=[C:9]([NH2:11])[CH:10]=1)([CH3:4])([CH3:3])[CH3:2].[C:15]([O:19][C:20](O[C:20]([O:19][C:15]([CH3:18])([CH3:17])[CH3:16])=[O:21])=[O:21])([CH3:18])([CH3:17])[CH3:16]. Given the product [C:15]([O:19][C:20](=[O:21])[NH:14][C:7]1[CH:6]=[C:5]([C:1]([CH3:4])([CH3:2])[CH3:3])[CH:10]=[C:9]([NH2:11])[C:8]=1[O:12][CH3:13])([CH3:18])([CH3:17])[CH3:16], predict the reactants needed to synthesize it. (4) The reactants are: [CH2:1]([C@@H:4]1[CH2:9][CH2:8][CH2:7][CH2:6][C@H:5]1[OH:10])[CH:2]=[CH2:3].C1N=CN([C:16](N2C=NC=C2)=[O:17])C=1.[NH2:23][C@H:24]1[CH2:28][N:27]([C:29]([O:31][C:32]([CH3:35])([CH3:34])[CH3:33])=[O:30])[C@H:26]([C:36]([O:38][CH3:39])=[O:37])[CH2:25]1. Given the product [CH2:1]([CH:4]1[CH2:9][CH2:8][CH2:7][CH2:6][CH:5]1[O:10][C:16]([NH:23][C@H:24]1[CH2:28][N:27]([C:29]([O:31][C:32]([CH3:33])([CH3:34])[CH3:35])=[O:30])[C@H:26]([C:36]([O:38][CH3:39])=[O:37])[CH2:25]1)=[O:17])[CH:2]=[CH2:3], predict the reactants needed to synthesize it. (5) Given the product [CH2:1]([O:8][CH2:9][C:10]([C:13]1[N:31]=[C:16]2[C:17]([C:29]#[N:30])=[C:18]([CH3:28])[C:19]([C:22]3[CH:27]=[CH:26][CH:25]=[CH:24][CH:23]=3)=[C:20]([Cl:34])[N:15]2[N:14]=1)([CH3:12])[CH3:11])[C:2]1[CH:7]=[CH:6][CH:5]=[CH:4][CH:3]=1, predict the reactants needed to synthesize it. The reactants are: [CH2:1]([O:8][CH2:9][C:10]([C:13]1[NH:31][C:16]2=[C:17]([C:29]#[N:30])[C:18]([CH3:28])=[C:19]([C:22]3[CH:27]=[CH:26][CH:25]=[CH:24][CH:23]=3)[C:20](=O)[N:15]2[N:14]=1)([CH3:12])[CH3:11])[C:2]1[CH:7]=[CH:6][CH:5]=[CH:4][CH:3]=1.P(Cl)(Cl)([Cl:34])=O. (6) Given the product [CH2:8]([C:3]1([CH2:1][OH:14])[O:4][CH2:5][CH2:6][O:7]1)[CH3:9], predict the reactants needed to synthesize it. The reactants are: [CH2:1]([C:3]1([CH2:8][C:9](OC)=O)[O:7][CH2:6][CH2:5][O:4]1)C.C(=O)([O-])[O-:14].[K+].[K+].O1CCCC1.